This data is from Forward reaction prediction with 1.9M reactions from USPTO patents (1976-2016). The task is: Predict the product of the given reaction. (1) Given the reactants [N+:1]([C:4]1[CH:12]=[C:11]2[C:7]([C:8]([CH2:13][C:14]#[N:15])=[CH:9][NH:10]2)=[CH:6][CH:5]=1)([O-])=O, predict the reaction product. The product is: [NH2:1][C:4]1[CH:12]=[C:11]2[C:7]([C:8]([CH2:13][C:14]#[N:15])=[CH:9][NH:10]2)=[CH:6][CH:5]=1. (2) Given the reactants [O:1]([CH2:8][CH2:9][OH:10])[C:2]1[CH:7]=[CH:6][CH:5]=[CH:4][CH:3]=1.CCOCC.[C:16](O)(=[O:38])[CH2:17][CH2:18][CH2:19][CH2:20][CH2:21][CH2:22][CH2:23][CH2:24][CH2:25][CH2:26][CH2:27][CH2:28][CH2:29][CH2:30][CH2:31][CH2:32][CH2:33][CH2:34][CH2:35][CH2:36][CH3:37].CS(O)(=O)=O, predict the reaction product. The product is: [C:16]([O:10][CH2:9][CH2:8][O:1][C:2]1[CH:7]=[CH:6][CH:5]=[CH:4][CH:3]=1)(=[O:38])[CH2:17][CH2:18][CH2:19][CH2:20][CH2:21][CH2:22][CH2:23][CH2:24][CH2:25][CH2:26][CH2:27][CH2:28][CH2:29][CH2:30][CH2:31][CH2:32][CH2:33][CH2:34][CH2:35][CH2:36][CH3:37]. (3) Given the reactants [NH2:1][C:2]1[NH:7][C:6](=[O:8])[C:5]([CH2:9][NH2:10])=[N:4][N:3]=1.O.C([O-])(O)=O.[Na+].O=C1CCC(=O)N1[O:24][C:25]([C@H:27]1[CH2:32][CH2:31][C@H:30]([C:33]([O:35][CH3:36])=[O:34])[CH2:29][CH2:28]1)=O, predict the reaction product. The product is: [NH2:1][C:2]1[NH:7][C:6](=[O:8])[C:5]([CH2:9][NH:10][C:25]([C@H:27]2[CH2:28][CH2:29][C@H:30]([C:33]([O:35][CH3:36])=[O:34])[CH2:31][CH2:32]2)=[O:24])=[N:4][N:3]=1. (4) Given the reactants [F:1][C:2]([CH2:5][C:6]([OH:8])=[O:7])([F:4])[F:3].C[O:10][C:11](=[O:44])[CH2:12][N:13]1[C:17](=[O:18])[CH2:16][C:15]2([CH2:23][CH2:22][N:21]([CH2:24][C:25]3[CH:30]=[C:29]([O:31][CH2:32][CH3:33])[C:28]([C:34]4[CH:39]=[CH:38][C:37]([F:40])=[CH:36][CH:35]=4)=[C:27]([O:41][CH2:42][CH3:43])[CH:26]=3)[CH2:20][CH2:19]2)[CH2:14]1.[Li+].[OH-].O, predict the reaction product. The product is: [F:1][C:2]([CH2:5][C:6]([OH:8])=[O:7])([F:4])[F:3].[CH2:42]([O:41][C:27]1[CH:26]=[C:25]([CH2:24][N:21]2[CH2:20][CH2:19][C:15]3([CH2:14][N:13]([CH2:12][C:11]([OH:44])=[O:10])[C:17](=[O:18])[CH2:16]3)[CH2:23][CH2:22]2)[CH:30]=[C:29]([O:31][CH2:32][CH3:33])[C:28]=1[C:34]1[CH:39]=[CH:38][C:37]([F:40])=[CH:36][CH:35]=1)[CH3:43]. (5) Given the reactants [CH3:1][O:2][C:3]1[CH:8]=[CH:7][C:6]([C:9]2[CH:10]=[N:11][C:12]3[C:17]([CH:18]=2)=[CH:16][CH:15]=[CH:14][CH:13]=3)=[CH:5][C:4]=1[CH2:19][C:20]([C:22]1[CH:30]=[CH:29][C:25]([C:26]([OH:28])=[O:27])=[CH:24][CH:23]=1)=[O:21].C=O.N1CCCC[CH2:34]1.CC(O)=O.Cl.C([O-])(O)=O.[Na+], predict the reaction product. The product is: [CH3:1][O:2][C:3]1[CH:8]=[CH:7][C:6]([C:9]2[CH:10]=[N:11][C:12]3[C:17]([CH:18]=2)=[CH:16][CH:15]=[CH:14][CH:13]=3)=[CH:5][C:4]=1[C:19](=[CH2:34])[C:20]([C:22]1[CH:23]=[CH:24][C:25]([C:26]([OH:28])=[O:27])=[CH:29][CH:30]=1)=[O:21]. (6) Given the reactants C(OC([NH:11][C@@H:12]([CH2:17][C:18]1[CH:23]=[CH:22][C:21]([CH:24]2[S:28](=[O:30])(=[O:29])[N:27](C(C)(C)C)[C:26](=[O:35])[CH2:25]2)=[C:20]([CH3:36])[CH:19]=1)[C:13]([O:15][CH3:16])=[O:14])=O)C1C=CC=CC=1.[F:37][C:38]([F:43])([F:42])[C:39]([OH:41])=[O:40], predict the reaction product. The product is: [F:37][C:38]([F:43])([F:42])[C:39]([OH:41])=[O:40].[NH2:11][C@@H:12]([CH2:17][C:18]1[CH:23]=[CH:22][C:21]([CH:24]2[S:28](=[O:30])(=[O:29])[NH:27][C:26](=[O:35])[CH2:25]2)=[C:20]([CH3:36])[CH:19]=1)[C:13]([O:15][CH3:16])=[O:14]. (7) Given the reactants [CH2:1]([OH:4])[C:2]#[CH:3].C(NC(C)C)(C)C.Br[C:13]1[CH:18]=[C:17]([C:19]([O:21][CH3:22])=[O:20])[N:16]=[C:15]([C:23]([O:25][CH3:26])=[O:24])[CH:14]=1, predict the reaction product. The product is: [OH:4][CH2:1][C:2]#[C:3][C:13]1[CH:14]=[C:15]([C:23]([O:25][CH3:26])=[O:24])[N:16]=[C:17]([C:19]([O:21][CH3:22])=[O:20])[CH:18]=1. (8) Given the reactants [Cl:1][C:2]1[CH:3]=[CH:4][C:5]([O:20][CH2:21][C:22]([CH3:24])=[CH2:23])=[C:6]([CH2:8][C:9]2[N:14]=[C:13]([C:15]([O:17]CC)=[O:16])[CH:12]=[CH:11][CH:10]=2)[CH:7]=1, predict the reaction product. The product is: [Cl:1][C:2]1[CH:3]=[CH:4][C:5]([O:20][CH2:21][C:22]([CH3:24])=[CH2:23])=[C:6]([CH2:8][C:9]2[N:14]=[C:13]([C:15]([OH:17])=[O:16])[CH:12]=[CH:11][CH:10]=2)[CH:7]=1.